This data is from Full USPTO retrosynthesis dataset with 1.9M reactions from patents (1976-2016). The task is: Predict the reactants needed to synthesize the given product. (1) Given the product [Cl:23][C:24]1[N:29]=[C:28]([C:30]2[S:34][C:33]([C:35]([CH3:38])([CH3:37])[CH3:36])=[N:32][C:31]=2[C:39]2[C:40]([F:53])=[C:41]([NH2:46])[CH:42]=[CH:43][C:44]=2[F:45])[CH:27]=[CH:26][N:25]=1, predict the reactants needed to synthesize it. The reactants are: ClC1N=C(C2SC(C(C)C)=NC=2C2C=C(C=CC=2)N)C=CN=1.[Cl:23][C:24]1[N:29]=[C:28]([C:30]2[S:34][C:33]([C:35]([CH3:38])([CH3:37])[CH3:36])=[N:32][C:31]=2[C:39]2[C:40]([F:53])=[C:41]([NH:46]C(=O)OCC=C)[CH:42]=[CH:43][C:44]=2[F:45])[CH:27]=[CH:26][N:25]=1. (2) Given the product [C:21]1([C:24]2[CH:29]=[CH:28][CH:27]=[CH:26][CH:25]=2)[CH:20]=[CH:19][C:18]([NH:17][C:2]2[N:13]=[C:12]3[N:14]4[C:8](=[N:9][C:10]([NH:17][C:18]5[CH:19]=[CH:20][C:21]([C:24]6[CH:29]=[CH:28][CH:27]=[CH:26][CH:25]=6)=[CH:22][CH:23]=5)=[N:11]3)[N:7]=[C:6]([NH:17][C:18]3[CH:19]=[CH:20][C:21]([C:24]5[CH:29]=[CH:28][CH:27]=[CH:26][CH:25]=5)=[CH:22][CH:23]=3)[N:5]=[C:4]4[N:3]=2)=[CH:23][CH:22]=1, predict the reactants needed to synthesize it. The reactants are: Cl[C:2]1[N:13]=[C:12]2[N:14]3[C:8](=[N:9][C:10](Cl)=[N:11]2)[N:7]=[C:6](Cl)[N:5]=[C:4]3[N:3]=1.[NH2:17][C:18]1[CH:23]=[CH:22][C:21]([C:24]2[CH:29]=[CH:28][CH:27]=[CH:26][CH:25]=2)=[CH:20][CH:19]=1. (3) Given the product [CH3:11][C:9]1[CH:10]=[C:6]2[N:5]=[CH:4][C:3]3[CH:12]=[C:20]([C:14]4[CH:19]=[CH:18][CH:17]=[CH:16][CH:15]=4)[C:21](=[O:22])[NH:1][C:2]=3[N:7]2[N:8]=1, predict the reactants needed to synthesize it. The reactants are: [NH2:1][C:2]1[N:7]2[N:8]=[C:9]([CH3:11])[CH:10]=[C:6]2[N:5]=[CH:4][C:3]=1[CH:12]=O.[C:14]1([CH2:20][C:21](OC)=[O:22])[CH:19]=[CH:18][CH:17]=[CH:16][CH:15]=1.CC(C)([O-])C.[K+].C1(C)C=CC=CC=1. (4) The reactants are: [CH2:1]([C@@H:8]1[NH:13][CH2:12][CH2:11][N:10]([C:14]2[CH:19]=[CH:18][C:17]([O:20][CH3:21])=[C:16]([O:22][CH:23]3[CH2:26][CH2:25][CH2:24]3)[CH:15]=2)[CH2:9]1)[C:2]1[CH:7]=[CH:6][CH:5]=[CH:4][CH:3]=1.C[O:28][C:29](=O)[CH2:30][C:31]1[NH:32][N:33]=[C:34]([C:36]([F:39])([F:38])[F:37])[N:35]=1. Given the product [CH2:1]([C@H:8]1[CH2:9][N:10]([C:14]2[CH:19]=[CH:18][C:17]([O:20][CH3:21])=[C:16]([O:22][CH:23]3[CH2:26][CH2:25][CH2:24]3)[CH:15]=2)[CH2:11][CH2:12][N:13]1[C:29](=[O:28])[CH2:30][C:31]1[NH:32][N:33]=[C:34]([C:36]([F:38])([F:39])[F:37])[N:35]=1)[C:2]1[CH:3]=[CH:4][CH:5]=[CH:6][CH:7]=1, predict the reactants needed to synthesize it. (5) Given the product [F:1][C:2]1[CH:9]=[CH:8][C:7]([CH2:10][C:11]2[C:19]3[CH2:18][CH2:17][CH2:16][CH2:15][C:14]=3[C:13](=[O:12])[NH:25][N:24]=2)=[CH:6][C:3]=1[C:4]([OH:23])=[O:21], predict the reactants needed to synthesize it. The reactants are: [F:1][C:2]1[CH:9]=[CH:8][C:7]([CH:10]=[C:11]2[C:19]3[CH2:18][CH2:17][CH2:16][CH2:15][C:14]=3[C:13](=O)[O:12]2)=[CH:6][C:3]=1[C:4]#N.[OH-:21].[Na+].[OH2:23].[NH2:24][NH2:25].Cl. (6) Given the product [Cl:1][C:2]1[CH:3]=[C:4]([S:8][CH2:9][C:10]([NH:12][CH:13]2[CH2:18][CH2:17][N:16]([CH2:32][C:29]3[CH:30]=[CH:31][N:27]([C:24]4[CH:25]=[CH:26][C:21]([C:20]([F:35])([F:19])[F:34])=[CH:22][CH:23]=4)[CH:28]=3)[CH2:15][CH2:14]2)=[O:11])[CH:5]=[CH:6][CH:7]=1, predict the reactants needed to synthesize it. The reactants are: [Cl:1][C:2]1[CH:3]=[C:4]([S:8][CH2:9][C:10]([NH:12][CH:13]2[CH2:18][CH2:17][NH:16][CH2:15][CH2:14]2)=[O:11])[CH:5]=[CH:6][CH:7]=1.[F:19][C:20]([F:35])([F:34])[C:21]1[CH:26]=[CH:25][C:24]([N:27]2[CH:31]=[CH:30][C:29]([CH:32]=O)=[CH:28]2)=[CH:23][CH:22]=1.C(O[BH-](OC(=O)C)OC(=O)C)(=O)C.[Na+].C([O-])(O)=O.[Na+]. (7) Given the product [Si:1]([O:8][CH2:9][CH2:10][CH2:11][CH2:12][N:13]1[C:14]2[C:23]3[CH:22]=[CH:21][CH:20]=[CH:19][C:18]=3[N:17]=[CH:16][C:15]=2[N:24]=[CH:25]1)([C:4]([CH3:7])([CH3:6])[CH3:5])([CH3:3])[CH3:2], predict the reactants needed to synthesize it. The reactants are: [Si:1]([O:8][CH2:9][CH2:10][CH2:11][CH2:12][NH:13][C:14]1[C:23]2[C:18](=[CH:19][CH:20]=[CH:21][CH:22]=2)[N:17]=[CH:16][C:15]=1[NH2:24])([C:4]([CH3:7])([CH3:6])[CH3:5])([CH3:3])[CH3:2].[CH:25](OCC)(OCC)OCC.